Task: Predict the reactants needed to synthesize the given product.. Dataset: Full USPTO retrosynthesis dataset with 1.9M reactions from patents (1976-2016) (1) Given the product [NH2:48][C:35]1[C:34]2[N:33]=[C:32]([CH2:44][CH2:45][CH3:46])[N:31]([CH2:30][CH2:29][CH2:28][CH2:27][N:20]([O:19][C:17]([O:16][C:12]([CH3:13])([CH3:14])[CH3:15])=[O:18])[C:21](=[O:26])[C:22]([CH3:24])([CH3:23])[CH3:25])[C:43]=2[C:42]2[CH:41]=[CH:40][CH:39]=[CH:38][C:37]=2[N:36]=1, predict the reactants needed to synthesize it. The reactants are: C1C=C(Cl)C=C(C(OO)=O)C=1.[C:12]([O:16][C:17]([O:19][N:20]([CH2:27][CH2:28][CH2:29][CH2:30][N:31]1[C:43]2[C:42]3[CH:41]=[CH:40][CH:39]=[CH:38][C:37]=3[N:36]=[CH:35][C:34]=2[N:33]=[C:32]1[CH2:44][CH2:45][CH3:46])[C:21](=[O:26])[C:22]([CH3:25])([CH3:24])[CH3:23])=[O:18])([CH3:15])([CH3:14])[CH3:13].[OH-].[NH4+:48].C1(S(Cl)(=O)=O)C=CC=CC=1. (2) Given the product [N:1]1[CH:6]=[CH:5][CH:4]=[CH:3][C:2]=1[CH2:7][O:8][C:9]1[CH:10]=[C:11]2[C:15](=[CH:16][CH:17]=1)[N:14]([CH2:18][C:19]1[CH:20]=[CH:21][C:22]([C:25]3[CH:26]=[CH:27][C:28]([O:31][CH3:32])=[N:29][CH:30]=3)=[CH:23][CH:24]=1)[C:13]([CH2:33][C:34]([CH3:39])([CH3:38])[C:35]([O-:37])=[O:36])=[C:12]2[S:40][C:41]([CH3:44])([CH3:43])[CH3:42].[K+:46], predict the reactants needed to synthesize it. The reactants are: [N:1]1[CH:6]=[CH:5][CH:4]=[CH:3][C:2]=1[CH2:7][O:8][C:9]1[CH:10]=[C:11]2[C:15](=[CH:16][CH:17]=1)[N:14]([CH2:18][C:19]1[CH:24]=[CH:23][C:22]([C:25]3[CH:26]=[CH:27][C:28]([O:31][CH3:32])=[N:29][CH:30]=3)=[CH:21][CH:20]=1)[C:13]([CH2:33][C:34]([CH3:39])([CH3:38])[C:35]([OH:37])=[O:36])=[C:12]2[S:40][C:41]([CH3:44])([CH3:43])[CH3:42].[OH-].[K+:46].O. (3) Given the product [CH:62]1([S:65]([N:68]2[CH:72]=[C:71]([C:73]3[N:78]=[C:77]([NH:79][C:42]4[N:47]=[CH:46][C:45]5[C:48]([N:54]6[CH2:59][CH2:58][S:57](=[O:61])(=[O:60])[CH2:56][CH2:55]6)=[N:49][N:50]([CH:51]([CH3:53])[CH3:52])[C:44]=5[CH:43]=4)[CH:76]=[CH:75][N:74]=3)[CH:70]=[N:69]2)(=[O:66])=[O:67])[CH2:64][CH2:63]1, predict the reactants needed to synthesize it. The reactants are: C(=O)([O-])[O-].[Cs+].[Cs+].C1(P(C2CCCCC2)C2C=CC=CC=2C2C(C(C)C)=CC(C(C)C)=CC=2C(C)C)CCCCC1.Cl[C:42]1[N:47]=[CH:46][C:45]2[C:48]([N:54]3[CH2:59][CH2:58][S:57](=[O:61])(=[O:60])[CH2:56][CH2:55]3)=[N:49][N:50]([CH:51]([CH3:53])[CH3:52])[C:44]=2[CH:43]=1.[CH:62]1([S:65]([N:68]2[CH:72]=[C:71]([C:73]3[N:78]=[C:77]([NH2:79])[CH:76]=[CH:75][N:74]=3)[CH:70]=[N:69]2)(=[O:67])=[O:66])[CH2:64][CH2:63]1. (4) Given the product [F:5][C:6]1[CH:7]=[CH:8][C:9]([C:10]([NH:12][C@H:13]2[C:19]3[CH:20]=[C:21]([N:24]4[CH2:29][CH2:28][N:27]([CH:30]5[CH2:33][O:32][CH2:31]5)[CH2:26][CH2:25]4)[CH:22]=[CH:23][C:18]=3[CH2:17][CH2:16][CH2:15][C@@H:14]2[O:34][C:39](=[O:40])[NH:38][CH3:37])=[O:11])=[CH:35][CH:36]=1, predict the reactants needed to synthesize it. The reactants are: C(=O)([O-])N.[F:5][C:6]1[CH:36]=[CH:35][C:9]([C:10]([NH:12][C@@H:13]2[C:19]3[CH:20]=[C:21]([N:24]4[CH2:29][CH2:28][N:27]([CH:30]5[CH2:33][O:32][CH2:31]5)[CH2:26][CH2:25]4)[CH:22]=[CH:23][C:18]=3[CH2:17][CH2:16][CH2:15][C@H:14]2[OH:34])=[O:11])=[CH:8][CH:7]=1.[CH3:37][NH:38][C:39](=O)[O-:40]. (5) Given the product [N+:14]([C:11]1[CH:12]=[CH:13][C:8]([N:17]2[CH:21]=[CH:20][N:19]=[C:18]2[CH:22]=[O:23])=[CH:9][CH:10]=1)([O-:16])=[O:15], predict the reactants needed to synthesize it. The reactants are: C([O-])([O-])=O.[K+].[K+].F[C:8]1[CH:13]=[CH:12][C:11]([N+:14]([O-:16])=[O:15])=[CH:10][CH:9]=1.[NH:17]1[CH:21]=[CH:20][N:19]=[C:18]1[CH:22]=[O:23].O.